Dataset: Forward reaction prediction with 1.9M reactions from USPTO patents (1976-2016). Task: Predict the product of the given reaction. (1) Given the reactants [Cl:1][C:2]1[CH:11]=[CH:10][C:5]([C:6]([O:8][CH3:9])=[O:7])=[CH:4][C:3]=1I.[B:13]1([B:13]2[O:17][C:16]([CH3:19])([CH3:18])[C:15]([CH3:21])([CH3:20])[O:14]2)[O:17][C:16]([CH3:19])([CH3:18])[C:15]([CH3:21])([CH3:20])[O:14]1.C(Cl)Cl.C([O-])(=O)C.[K+], predict the reaction product. The product is: [Cl:1][C:2]1[CH:11]=[CH:10][C:5]([C:6]([O:8][CH3:9])=[O:7])=[CH:4][C:3]=1[B:13]1[O:17][C:16]([CH3:19])([CH3:18])[C:15]([CH3:21])([CH3:20])[O:14]1. (2) Given the reactants CC(C)([O-])C.[K+].[F:7][C:8]1[CH:17]=[C:16]2[C:11]([CH:12]=[CH:13][CH:14]=[C:15]2[OH:18])=[CH:10][CH:9]=1.C1(N([S:26]([C:29]([F:32])([F:31])[F:30])(=[O:28])=[O:27])[S:26]([C:29]([F:32])([F:31])[F:30])(=[O:28])=[O:27])C=CC=CC=1, predict the reaction product. The product is: [F:30][C:29]([F:32])([F:31])[S:26]([O:18][C:15]1[C:16]2[C:11](=[CH:10][CH:9]=[C:8]([F:7])[CH:17]=2)[CH:12]=[CH:13][CH:14]=1)(=[O:28])=[O:27]. (3) Given the reactants [NH2:1][C:2]1[S:3][C:4]2[CH2:32][CH2:31][CH2:30][CH2:29][C:5]=2[C:6]=1[C:7]([NH:9][C:10]1[CH:15]=[CH:14][C:13]([CH2:16][CH2:17][CH2:18][C:19]2[CH:28]=[CH:27][C:22]([C:23]([O:25][CH3:26])=[O:24])=[CH:21][CH:20]=2)=[CH:12][CH:11]=1)=[O:8].C(N(CC)CC)C.[Cl:40][S:41]([C:44]1[CH:45]=[C:46]([CH:50]=[CH:51][CH:52]=1)[C:47](Cl)=[O:48])(=[O:43])=[O:42], predict the reaction product. The product is: [Cl:40][S:41]([C:44]1[CH:45]=[C:46]([CH:50]=[CH:51][CH:52]=1)[C:47]([NH:1][C:2]1[S:3][C:4]2[CH2:32][CH2:31][CH2:30][CH2:29][C:5]=2[C:6]=1[C:7]([NH:9][C:10]1[CH:11]=[CH:12][C:13]([CH2:16][CH2:17][CH2:18][C:19]2[CH:20]=[CH:21][C:22]([C:23]([O:25][CH3:26])=[O:24])=[CH:27][CH:28]=2)=[CH:14][CH:15]=1)=[O:8])=[O:48])(=[O:43])=[O:42]. (4) Given the reactants [CH2:1]([O:3][C:4]([C:6]1[CH:10]=[C:9](Cl)[O:8][N:7]=1)=[O:5])[CH3:2].[C:12]([C:14]1[CH:19]=[CH:18][C:17](B(O)O)=[C:16]([F:23])[CH:15]=1)#[N:13], predict the reaction product. The product is: [CH2:1]([O:3][C:4]([C:6]1[CH:10]=[C:9]([C:17]2[CH:18]=[CH:19][C:14]([C:12]#[N:13])=[CH:15][C:16]=2[F:23])[O:8][N:7]=1)=[O:5])[CH3:2]. (5) Given the reactants Cl[C:2]1[C:11]2[C:6](=[CH:7][CH:8]=[CH:9][CH:10]=2)[CH:5]=[C:4]([NH:12][C:13]2[CH:17]=[CH:16][NH:15][N:14]=2)[N:3]=1.[C:18]1([CH3:27])[CH:23]=[CH:22][CH:21]=[C:20](B(O)O)[CH:19]=1, predict the reaction product. The product is: [NH:15]1[CH:16]=[CH:17][C:13]([NH:12][C:4]2[N:3]=[C:2]([C:20]3[CH:19]=[C:18]([CH3:27])[CH:23]=[CH:22][CH:21]=3)[C:11]3[C:6]([CH:5]=2)=[CH:7][CH:8]=[CH:9][CH:10]=3)=[N:14]1. (6) The product is: [NH2:28][C:23]1[N:24]([CH3:27])[C:25](=[O:26])[C@:10]2([N:22]=1)[C:9]1[CH:8]=[C:7]([C:38]3[CH:39]=[N:40][CH:41]=[C:36]([Cl:35])[CH:37]=3)[CH:16]=[CH:15][C:14]=1[O:13][C@:12]1([CH3:21])[CH2:17][CH2:18][CH2:19][O:20][C@@H:11]21. Given the reactants FC(F)(F)S(O[C:7]1[CH:16]=[CH:15][C:14]2[O:13][C@:12]3([CH3:21])[CH2:17][CH2:18][CH2:19][O:20][C@H:11]3[C@:10]3([C:25](=[O:26])[N:24]([CH3:27])[C:23](/[N:28]=C/N(C)C)=[N:22]3)[C:9]=2[CH:8]=1)(=O)=O.[Cl:35][C:36]1[CH:37]=[C:38](B(O)O)[CH:39]=[N:40][CH:41]=1.C([O-])([O-])=O.[Na+].[Na+], predict the reaction product. (7) Given the reactants [F:1][C:2]1[CH:7]=[CH:6][C:5]([C:8]2[S:9][C:10]3[CH2:11][C:12]4[C:18]([C:19]5[CH:24]=[CH:23][C:22]([O:25][CH3:26])=[CH:21][CH:20]=5)=[N:17][N:16](COCC[Si](C)(C)C)[C:13]=4[C:14]=3[CH:15]=2)=[CH:4][CH:3]=1.Cl, predict the reaction product. The product is: [F:1][C:2]1[CH:7]=[CH:6][C:5]([C:8]2[S:9][C:10]3[CH2:11][C:12]4[C:18]([C:19]5[CH:24]=[CH:23][C:22]([O:25][CH3:26])=[CH:21][CH:20]=5)=[N:17][NH:16][C:13]=4[C:14]=3[CH:15]=2)=[CH:4][CH:3]=1.